From a dataset of Forward reaction prediction with 1.9M reactions from USPTO patents (1976-2016). Predict the product of the given reaction. Given the reactants Br[C:2]1[CH:11]=[CH:10][CH:9]=[C:8]2[C:3]=1[CH:4]=[C:5]([O:12][CH3:13])[CH:6]=[N:7]2.C(=O)([O-])[O-].O.N1C=CC=[CH:21][CH:20]=1, predict the reaction product. The product is: [CH3:13][O:12][C:5]1[CH:6]=[N:7][C:8]2[C:3]([CH:4]=1)=[C:2]([CH:20]=[CH2:21])[CH:11]=[CH:10][CH:9]=2.